Dataset: Forward reaction prediction with 1.9M reactions from USPTO patents (1976-2016). Task: Predict the product of the given reaction. (1) Given the reactants [N:1]1([C:7]2[N:8]=[C:9]([CH2:14][C:15]([O-:17])=O)[NH:10][C:11](=[O:13])[CH:12]=2)[CH2:6][CH2:5][O:4][CH2:3][CH2:2]1.[Na+].[O:19]1[C:24]2[CH:25]=[CH:26][CH:27]=[CH:28][C:23]=2[NH:22][CH2:21][CH2:20]1, predict the reaction product. The product is: [O:19]1[C:24]2[CH:25]=[CH:26][CH:27]=[CH:28][C:23]=2[N:22]([C:15](=[O:17])[CH2:14][C:9]2[NH:10][C:11](=[O:13])[CH:12]=[C:7]([N:1]3[CH2:2][CH2:3][O:4][CH2:5][CH2:6]3)[N:8]=2)[CH2:21][CH2:20]1. (2) The product is: [N+:1]([C:4]1[CH:9]=[CH:8][C:7]([S:10][CH2:12][CH2:11][C:13]2[CH:18]=[CH:17][CH:16]=[CH:15][N:14]=2)=[CH:6][CH:5]=1)([O-:3])=[O:2]. Given the reactants [N+:1]([C:4]1[CH:9]=[CH:8][C:7]([SH:10])=[CH:6][CH:5]=1)([O-:3])=[O:2].[CH:11]([C:13]1[CH:18]=[CH:17][CH:16]=[CH:15][N:14]=1)=[CH2:12].C(O)(=O)C, predict the reaction product.